This data is from Peptide-MHC class II binding affinity with 134,281 pairs from IEDB. The task is: Regression. Given a peptide amino acid sequence and an MHC pseudo amino acid sequence, predict their binding affinity value. This is MHC class II binding data. (1) The peptide sequence is PPAGTRKIMKVVNRW. The MHC is HLA-DQA10501-DQB10302 with pseudo-sequence HLA-DQA10501-DQB10302. The binding affinity (normalized) is 0.203. (2) The peptide sequence is ANGKLHDKKSMGDDH. The MHC is DRB1_0802 with pseudo-sequence DRB1_0802. The binding affinity (normalized) is 0.232. (3) The peptide sequence is SKTHLNFERSLKAFF. The MHC is DRB3_0101 with pseudo-sequence DRB3_0101. The binding affinity (normalized) is 0.374. (4) The peptide sequence is WPQQQPFPQPQQPFC. The MHC is HLA-DQA10501-DQB10301 with pseudo-sequence HLA-DQA10501-DQB10301. The binding affinity (normalized) is 0. (5) The peptide sequence is SARYDVALSEQGEFK. The MHC is HLA-DQA10303-DQB10402 with pseudo-sequence HLA-DQA10303-DQB10402. The binding affinity (normalized) is 0.